From a dataset of CYP3A4 inhibition data for predicting drug metabolism from PubChem BioAssay. Regression/Classification. Given a drug SMILES string, predict its absorption, distribution, metabolism, or excretion properties. Task type varies by dataset: regression for continuous measurements (e.g., permeability, clearance, half-life) or binary classification for categorical outcomes (e.g., BBB penetration, CYP inhibition). Dataset: cyp3a4_veith. (1) The result is 1 (inhibitor). The molecule is CC[C@@H]1C(=O)OC[C@@H]1Cc1cncn1C. (2) The molecule is Cc1ncc([N+](=O)[O-])n1CC(C)O. The result is 0 (non-inhibitor). (3) The compound is CCNc1ncc2nc(C)c(=O)n(C[C@H]3CCCO3)c2n1. The result is 0 (non-inhibitor). (4) The molecule is CC(C)C[C@H](NC(=O)[C@@H](O)[C@H](N)Cc1ccccc1)C(=O)O. The result is 0 (non-inhibitor). (5) The drug is Cc1cc(N)c2ccccc2[n+]1CCCCCCCCCCCCCC[n+]1c(C)cc(N)c2ccccc21. The result is 1 (inhibitor).